From a dataset of Peptide-MHC class II binding affinity with 134,281 pairs from IEDB. Regression. Given a peptide amino acid sequence and an MHC pseudo amino acid sequence, predict their binding affinity value. This is MHC class II binding data. (1) The peptide sequence is ATPEAKYDAYVATLS. The MHC is DRB5_0101 with pseudo-sequence DRB5_0101. The binding affinity (normalized) is 0.245. (2) The peptide sequence is GDKVAYALAQGLKVI. The MHC is DRB1_0301 with pseudo-sequence DRB1_0301. The binding affinity (normalized) is 0.239.